The task is: Regression. Given a peptide amino acid sequence and an MHC pseudo amino acid sequence, predict their binding affinity value. This is MHC class II binding data.. This data is from Peptide-MHC class II binding affinity with 134,281 pairs from IEDB. (1) The peptide sequence is IIFIFRRDLLCPLGAL. The MHC is DRB5_0101 with pseudo-sequence DRB5_0101. The binding affinity (normalized) is 0. (2) The peptide sequence is TCGFVDERGLYKSLK. The binding affinity (normalized) is 0.211. The MHC is DRB1_0901 with pseudo-sequence DRB1_0901. (3) The MHC is HLA-DQA10102-DQB10502 with pseudo-sequence HLA-DQA10102-DQB10502. The peptide sequence is ERSLWIIFSKNLNIK. The binding affinity (normalized) is 0.390. (4) The binding affinity (normalized) is 0.172. The MHC is DRB3_0202 with pseudo-sequence DRB3_0202. The peptide sequence is ILTVSVAVSEGKPTE.